From a dataset of Catalyst prediction with 721,799 reactions and 888 catalyst types from USPTO. Predict which catalyst facilitates the given reaction. (1) Reactant: [CH:1]1[C:13]2[CH:12]([CH2:14][O:15][C:16]([NH:18][C:19]([CH3:25])([CH2:23][OH:24])[C:20]([OH:22])=[O:21])=[O:17])[C:11]3[C:6](=[CH:7][CH:8]=[CH:9][CH:10]=3)[C:5]=2[CH:4]=[CH:3][CH:2]=1.II.C(Cl)Cl.C(OI([C:40]1[CH:45]=[CH:44][CH:43]=[CH:42][CH:41]=1)OC(=O)C)(=O)C. Product: [CH:10]1[C:11]2[CH:12]([CH2:14][O:15][C:16]([NH:18][C:19]([CH3:25])([CH2:23][OH:24])[C:20]([O:22][CH:6]([C:40]3[CH:41]=[CH:42][CH:43]=[CH:44][CH:45]=3)[C:5]3[CH:13]=[CH:1][CH:2]=[CH:3][CH:4]=3)=[O:21])=[O:17])[C:13]3[C:5](=[CH:4][CH:3]=[CH:2][CH:1]=3)[C:6]=2[CH:7]=[CH:8][CH:9]=1. The catalyst class is: 2. (2) Reactant: C([O:5][C:6](=[O:46])[CH2:7][CH2:8][N:9](C(OC(C)(C)C)=O)[CH2:10][C:11](=[O:38])[N:12]1[C:20]2[C:15](=[CH:16][C:17]([O:21][CH2:22][C:23]3[CH:24]=[N:25][N:26]([C:32]4[CH:37]=[CH:36][CH:35]=[CH:34][CH:33]=4)[C:27]=3[C:28]([F:31])([F:30])[F:29])=[CH:18][CH:19]=2)[CH2:14][CH2:13]1)(C)(C)C. Product: [O:38]=[C:11]([N:12]1[C:20]2[C:15](=[CH:16][C:17]([O:21][CH2:22][C:23]3[CH:24]=[N:25][N:26]([C:32]4[CH:33]=[CH:34][CH:35]=[CH:36][CH:37]=4)[C:27]=3[C:28]([F:31])([F:30])[F:29])=[CH:18][CH:19]=2)[CH2:14][CH2:13]1)[CH2:10][NH:9][CH2:8][CH2:7][C:6]([OH:46])=[O:5]. The catalyst class is: 631. (3) Reactant: S(Cl)([Cl:3])=O.[CH2:5]([C@H:10]1[CH2:15][CH2:14][C@H:13]([C:16]([OH:18])=O)[CH2:12][CH2:11]1)[CH2:6][CH2:7][CH2:8][CH3:9].N1C=CC=CC=1. Product: [CH2:5]([C@H:10]1[CH2:15][CH2:14][C@H:13]([C:16]([Cl:3])=[O:18])[CH2:12][CH2:11]1)[CH2:6][CH2:7][CH2:8][CH3:9]. The catalyst class is: 11. (4) Reactant: Cl[CH2:2][C:3]1([C:14]([O:16][CH2:17][CH3:18])=[O:15])[CH2:6][N:5]([C:7]([O:9][C:10]([CH3:13])([CH3:12])[CH3:11])=[O:8])[CH2:4]1.[I-:19].[Na+].S([O-])([O-])(=O)=S.[Na+].[Na+]. Product: [I:19][CH2:2][C:3]1([C:14]([O:16][CH2:17][CH3:18])=[O:15])[CH2:6][N:5]([C:7]([O:9][C:10]([CH3:13])([CH3:12])[CH3:11])=[O:8])[CH2:4]1. The catalyst class is: 47. (5) Reactant: [F:1][C:2]1[C:12]([NH:13][CH2:14][C:15]2[CH:20]=[C:19]([CH3:21])[CH:18]=[C:17]([C:22]3[CH:27]=[CH:26][CH:25]=[C:24]([F:28])[CH:23]=3)[C:16]=2[F:29])=[C:11]([F:30])[CH:10]=[CH:9][C:3]=1[O:4][CH2:5][C:6]([OH:8])=[O:7].C([O-])([O-])=O.[Cs+].[Cs+].BrCC(O[CH:42]([CH3:44])[CH3:43])=O.O. Product: [F:1][C:2]1[C:12]([NH:13][CH2:14][C:15]2[CH:20]=[C:19]([CH3:21])[CH:18]=[C:17]([C:22]3[CH:27]=[CH:26][CH:25]=[C:24]([F:28])[CH:23]=3)[C:16]=2[F:29])=[C:11]([F:30])[CH:10]=[CH:9][C:3]=1[O:4][CH2:5][C:6]([O:8][CH:42]([CH3:44])[CH3:43])=[O:7]. The catalyst class is: 3. (6) Product: [Cl:19][C:20]1[CH:21]=[C:22]([C:23]2[N:25]=[C:13]([C:12]3[CH:16]=[CH:17][C:9]([O:8][CH2:7][CH:5]4[CH2:4][O:3][C:2]([CH3:18])([CH3:1])[O:6]4)=[CH:10][CH:11]=3)[O:14][N:24]=2)[CH:27]=[CH:28][C:29]=1[O:30][CH:31]([CH3:33])[CH3:32]. Reactant: [CH3:1][C:2]1([CH3:18])[O:6][CH:5]([CH2:7][O:8][C:9]2[CH:17]=[CH:16][C:12]([C:13](Cl)=[O:14])=[CH:11][CH:10]=2)[CH2:4][O:3]1.[Cl:19][C:20]1[CH:21]=[C:22]([CH:27]=[CH:28][C:29]=1[O:30][CH:31]([CH3:33])[CH3:32])/[C:23](=[N:25]/O)/[NH2:24]. The catalyst class is: 17. (7) Reactant: [CH3:1][C:2]1[CH:8]=[C:7]([CH3:9])[CH:6]=[C:5]([N+:10]([O-:12])=[O:11])[C:3]=1[NH2:4].Cl[CH2:14][C:15]([N:17]([CH3:19])[CH3:18])=[O:16]. Product: [CH3:1][C:2]1[CH:8]=[C:7]([CH3:9])[CH:6]=[C:5]([N+:10]([O-:12])=[O:11])[C:3]=1[NH:4][CH2:14][C:15]([N:17]([CH3:19])[CH3:18])=[O:16]. The catalyst class is: 3.